From a dataset of Forward reaction prediction with 1.9M reactions from USPTO patents (1976-2016). Predict the product of the given reaction. (1) Given the reactants S(Cl)([Cl:3])=O.O[C:6]1[C:11]([N:12]2[CH:16]=[CH:15][CH:14]=[N:13]2)=[CH:10][C:9]([N+:17]([O-:19])=[O:18])=[CH:8][N:7]=1, predict the reaction product. The product is: [Cl:3][C:6]1[C:11]([N:12]2[CH:16]=[CH:15][CH:14]=[N:13]2)=[CH:10][C:9]([N+:17]([O-:19])=[O:18])=[CH:8][N:7]=1. (2) Given the reactants [CH:1]1([C:4]2[CH:9]=[CH:8][CH:7]=[C:6]([F:10])[C:5]=2[CH2:11]O)[CH2:3][CH2:2]1.S(Cl)([Cl:15])=O, predict the reaction product. The product is: [Cl:15][CH2:11][C:5]1[C:6]([F:10])=[CH:7][CH:8]=[CH:9][C:4]=1[CH:1]1[CH2:3][CH2:2]1. (3) Given the reactants [N:1]1([C:7]2[N:12]=[CH:11][NH:10][C:9](=[O:13])[CH:8]=2)[CH2:6][CH2:5][NH:4][CH2:3][CH2:2]1.[I:14][C:15]1[CH:22]=[C:19]([CH:20]=O)[C:18]([OH:23])=[CH:17][CH:16]=1, predict the reaction product. The product is: [OH:23][C:18]1[CH:17]=[CH:16][C:15]([I:14])=[CH:22][C:19]=1[CH2:20][N:4]1[CH2:5][CH2:6][N:1]([C:7]2[N:12]=[CH:11][NH:10][C:9](=[O:13])[CH:8]=2)[CH2:2][CH2:3]1. (4) Given the reactants Br[C:2]1[CH:10]=[C:9]2[C:5]([C:6]([NH:19][C:20]([CH:22]3[CH2:24][CH2:23]3)=[O:21])=[N:7][N:8]2[CH2:11][O:12][CH2:13][CH2:14][Si:15]([CH3:18])([CH3:17])[CH3:16])=[CH:4][CH:3]=1.[NH2:25][C:26]1[CH:27]=[C:28]([CH:42]=[CH:43][C:44]=1[CH3:45])[C:29]([NH:31][C:32]1[CH:37]=[CH:36][CH:35]=[C:34]([C:38]([F:41])([F:40])[F:39])[CH:33]=1)=[O:30].C([O-])([O-])=O.[K+].[K+], predict the reaction product. The product is: [CH:22]1([C:20]([NH:19][C:6]2[C:5]3[C:9](=[CH:10][C:2]([NH:25][C:26]4[CH:27]=[C:28]([CH:42]=[CH:43][C:44]=4[CH3:45])[C:29]([NH:31][C:32]4[CH:37]=[CH:36][CH:35]=[C:34]([C:38]([F:39])([F:40])[F:41])[CH:33]=4)=[O:30])=[CH:3][CH:4]=3)[N:8]([CH2:11][O:12][CH2:13][CH2:14][Si:15]([CH3:18])([CH3:17])[CH3:16])[N:7]=2)=[O:21])[CH2:24][CH2:23]1. (5) Given the reactants [Cl:1][C:2]1[CH:7]=[CH:6][C:5]([CH:8]([C:21]2[CH:26]=[CH:25][C:24]([Cl:27])=[CH:23][CH:22]=2)[C:9]2[CH:10]=[C:11]3[C:16](=[CH:17][CH:18]=2)[N:15]=[C:14]([OH:19])[CH:13]=[C:12]3Br)=[CH:4][CH:3]=1.[NH2:28][C:29]1[CH:43]=[CH:42][C:32]([O:33][CH2:34][C:35]([O:37][C:38]([CH3:41])([CH3:40])[CH3:39])=[O:36])=[CH:31][CH:30]=1.C([O-])([O-])=O.[Cs+].[Cs+].O1CCOCC1, predict the reaction product. The product is: [Cl:1][C:2]1[CH:7]=[CH:6][C:5]([CH:8]([C:21]2[CH:26]=[CH:25][C:24]([Cl:27])=[CH:23][CH:22]=2)[C:9]2[CH:10]=[C:11]3[C:16](=[CH:17][CH:18]=2)[NH:15][C:14](=[O:19])[CH:13]=[C:12]3[NH:28][C:29]2[CH:30]=[CH:31][C:32]([O:33][CH2:34][C:35]([O:37][C:38]([CH3:39])([CH3:41])[CH3:40])=[O:36])=[CH:42][CH:43]=2)=[CH:4][CH:3]=1.